Dataset: Reaction yield outcomes from USPTO patents with 853,638 reactions. Task: Predict the reaction yield, written as a fraction of the theoretical maximum amount of product (1.0 means a 100% yield; for example, 0.34 means a 34% yield). (1) The reactants are CN(OC)[C:3]([C:5]1[N:6]=[CH:7][N:8]2[C:13]3[CH:14]=[CH:15][CH:16]=[C:17]([CH2:18][CH2:19][N:20]4[CH2:25][CH2:24][N:23]([C:26]5[CH:35]=[CH:34][CH:33]=[C:32]6[C:27]=5[CH:28]=[CH:29][C:30]([CH3:36])=[N:31]6)[CH2:22][CH2:21]4)[C:12]=3[O:11][CH2:10][C:9]=12)=[O:4].[ClH:39].[C:40]([O-])(O)=O.[Na+]. The catalyst is C1COCC1.C[Mg]Br.C(OCC)C. The product is [ClH:39].[CH3:36][C:30]1[CH:29]=[CH:28][C:27]2[C:32](=[CH:33][CH:34]=[CH:35][C:26]=2[N:23]2[CH2:22][CH2:21][N:20]([CH2:19][CH2:18][C:17]3[C:12]4[O:11][CH2:10][C:9]5=[C:5]([C:3](=[O:4])[CH3:40])[N:6]=[CH:7][N:8]5[C:13]=4[CH:14]=[CH:15][CH:16]=3)[CH2:25][CH2:24]2)[N:31]=1. The yield is 0.600. (2) The reactants are [H-].C([Al+]CC(C)C)C(C)C.C([O:13][C:14](=O)[CH2:15][C:16]1[C:21]([N+:22]([O-:24])=[O:23])=[CH:20][CH:19]=[CH:18][C:17]=1[O:25][CH3:26])C.Cl. The catalyst is O1CCCC1. The product is [CH3:26][O:25][C:17]1[CH:18]=[CH:19][CH:20]=[C:21]([N+:22]([O-:24])=[O:23])[C:16]=1[CH2:15][CH2:14][OH:13]. The yield is 0.940. (3) The reactants are [CH3:1][C:2]([CH3:21])([CH3:20])[C:3]([NH:5][C:6]1[NH:7][C:8](=O)[C:9]2[C:17]3[C:12](=[CH:13][CH:14]=[CH:15][CH:16]=3)[NH:11][C:10]=2[N:18]=1)=[O:4].P(Cl)(Cl)([Cl:24])=O. No catalyst specified. The product is [Cl:24][C:8]1[C:9]2[C:17]3[C:12](=[CH:13][CH:14]=[CH:15][CH:16]=3)[NH:11][C:10]=2[N:18]=[C:6]([NH:5][C:3](=[O:4])[C:2]([CH3:21])([CH3:20])[CH3:1])[N:7]=1. The yield is 0.590. (4) The reactants are C([O:8][N:9]1[C:15](=[O:16])[N:14]2[CH2:17][C@H:10]1[CH2:11][CH2:12][C@H:13]2[C:18]1[O:19][CH:20]=[N:21][N:22]=1)C1C=CC=CC=1. The catalyst is C1COCC1.[Pd]. The product is [OH:8][N:9]1[C:15](=[O:16])[N:14]2[CH2:17][C@H:10]1[CH2:11][CH2:12][C@H:13]2[C:18]1[O:19][CH:20]=[N:21][N:22]=1. The yield is 0.910.